This data is from CYP3A4 inhibition data for predicting drug metabolism from PubChem BioAssay. The task is: Regression/Classification. Given a drug SMILES string, predict its absorption, distribution, metabolism, or excretion properties. Task type varies by dataset: regression for continuous measurements (e.g., permeability, clearance, half-life) or binary classification for categorical outcomes (e.g., BBB penetration, CYP inhibition). Dataset: cyp3a4_veith. The compound is COc1cccc(Cn2c(=O)c(-c3cc(F)cc(F)c3)nc3cnc(N4CCN(C)CC4)nc32)c1. The result is 1 (inhibitor).